This data is from Forward reaction prediction with 1.9M reactions from USPTO patents (1976-2016). The task is: Predict the product of the given reaction. Given the reactants [CH3:1][C:2]1[CH:10]=[CH:9][C:5](C(O)=O)=[CH:4][C:3]=1[C:11]1[CH:12]=[C:13]2[C:17](=[CH:18][CH:19]=1)[C:16](=O)[N:15]([C:21]1[CH:26]=[CH:25][CH:24]=[CH:23][CH:22]=1)[CH2:14]2.C1(P([N:41]=[N+]=[N-])(C2C=CC=CC=2)=O)C=CC=CC=1.[OH2:44], predict the reaction product. The product is: [NH2:41][C:5]1[CH:9]=[CH:10][C:2]([CH3:1])=[C:3]([C:11]2[CH:12]=[C:13]3[C:17](=[CH:18][CH:19]=2)[C:16](=[O:44])[N:15]([C:21]2[CH:22]=[CH:23][CH:24]=[CH:25][CH:26]=2)[CH2:14]3)[CH:4]=1.